Dataset: Forward reaction prediction with 1.9M reactions from USPTO patents (1976-2016). Task: Predict the product of the given reaction. (1) Given the reactants [C:1]([O:5][C:6]([NH:8][CH2:9][C:10]1[CH:31]=[CH:30][C:13]([C:14]([NH:16][CH2:17][C:18]2[CH:29]=[CH:28][C:21]([O:22][CH2:23][CH2:24][C:25](O)=[O:26])=[CH:20][CH:19]=2)=[O:15])=[CH:12][CH:11]=1)=[O:7])([CH3:4])([CH3:3])[CH3:2].C1C=CC2N(O)N=NC=2C=1.CCN=C=NCCCN(C)C.[CH3:53][C:54]1([CH3:62])[O:61][C@@H:57]2[CH2:58][NH:59][CH2:60][C@H:56]2[O:55]1.CCN(C(C)C)C(C)C, predict the reaction product. The product is: [CH3:53][C:54]1([CH3:62])[O:61][C@@H:57]2[CH2:58][N:59]([C:25](=[O:26])[CH2:24][CH2:23][O:22][C:21]3[CH:28]=[CH:29][C:18]([CH2:17][NH:16][C:14]([C:13]4[CH:30]=[CH:31][C:10]([CH2:9][NH:8][C:6](=[O:7])[O:5][C:1]([CH3:4])([CH3:3])[CH3:2])=[CH:11][CH:12]=4)=[O:15])=[CH:19][CH:20]=3)[CH2:60][C@H:56]2[O:55]1. (2) Given the reactants [CH2:1]([O:8][C:9]1[CH:14]=[CH:13][N:12]([C:15]2[CH:16]=[CH:17][C:18]3[O:35][C:22]4[CH2:23][CH2:24][N:25](C(OC(C)(C)C)=O)[CH2:26][CH2:27][C:21]=4[C:19]=3[CH:20]=2)[C:11](=[O:36])[CH:10]=1)[C:2]1[CH:7]=[CH:6][CH:5]=[CH:4][CH:3]=1.[ClH:37], predict the reaction product. The product is: [ClH:37].[CH2:1]([O:8][C:9]1[CH:14]=[CH:13][N:12]([C:15]2[CH:16]=[CH:17][C:18]3[O:35][C:22]4[CH2:23][CH2:24][NH:25][CH2:26][CH2:27][C:21]=4[C:19]=3[CH:20]=2)[C:11](=[O:36])[CH:10]=1)[C:2]1[CH:3]=[CH:4][CH:5]=[CH:6][CH:7]=1. (3) Given the reactants [S:1](Cl)([N:4]=[C:5]=[O:6])(=[O:3])=[O:2].[CH3:8][C:9]([OH:12])([CH3:11])[CH3:10].[NH2:13][C:14]1[CH:19]=[CH:18][CH:17]=[CH:16][CH:15]=1.C(N(CC)CC)C, predict the reaction product. The product is: [C:14]1([NH:13][S:1]([NH:4][C:5](=[O:6])[O:12][C:9]([CH3:11])([CH3:10])[CH3:8])(=[O:3])=[O:2])[CH:19]=[CH:18][CH:17]=[CH:16][CH:15]=1. (4) Given the reactants [CH:1]12[CH:6]([C:7]([O:9]CC)=[O:8])[CH:5]1[CH2:4][CH2:3][O:2]2.[Li+].[OH-], predict the reaction product. The product is: [CH:1]12[CH:6]([C:7]([OH:9])=[O:8])[CH:5]1[CH2:4][CH2:3][O:2]2. (5) Given the reactants [C:1]1([CH:8]=[CH:7][CH:6]=[C:4]([OH:5])[CH:3]=1)[OH:2].Cl[C:10]1[N:15]=[C:14]([C:16]2[CH:21]=[CH:20][C:19]([CH3:22])=[C:18]([CH3:23])[CH:17]=2)[N:13]=[C:12]([C:24]2[CH:29]=[CH:28][C:27]([CH3:30])=[C:26]([CH3:31])[CH:25]=2)[N:11]=1, predict the reaction product. The product is: [OH:2][C:1]1[CH:3]=[C:4]([OH:5])[CH:6]=[CH:7][C:8]=1[C:10]1[N:15]=[C:14]([C:16]2[CH:21]=[CH:20][C:19]([CH3:22])=[C:18]([CH3:23])[CH:17]=2)[N:13]=[C:12]([C:24]2[CH:29]=[CH:28][C:27]([CH3:30])=[C:26]([CH3:31])[CH:25]=2)[N:11]=1. (6) Given the reactants [CH3:1][C:2]1[C:3]([N:9]2[CH2:14][CH2:13][N:12]([C:15]([C:17]3[CH:22]=[CH:21][C:20](I)=[CH:19][CH:18]=3)=[O:16])[CH2:11][CH2:10]2)=[N:4][CH:5]=[C:6]([CH3:8])[CH:7]=1.[CH3:24][N:25]1[C:29](=[O:30])[CH2:28][NH:27][C:26]1=[O:31], predict the reaction product. The product is: [CH3:1][C:2]1[C:3]([N:9]2[CH2:14][CH2:13][N:12]([C:15]([C:17]3[CH:22]=[CH:21][C:20]([N:27]4[CH2:28][C:29](=[O:30])[N:25]([CH3:24])[C:26]4=[O:31])=[CH:19][CH:18]=3)=[O:16])[CH2:11][CH2:10]2)=[N:4][CH:5]=[C:6]([CH3:8])[CH:7]=1.